This data is from Reaction yield outcomes from USPTO patents with 853,638 reactions. The task is: Predict the reaction yield, written as a fraction of the theoretical maximum amount of product (1.0 means a 100% yield; for example, 0.34 means a 34% yield). (1) The reactants are Br[CH2:2][CH2:3][CH2:4][CH2:5][CH2:6][CH2:7][CH2:8][CH2:9][CH2:10][CH2:11][CH2:12][CH2:13][CH2:14][CH2:15][CH2:16][CH3:17].[CH2:18]([O:21][CH2:22][C@H:23]([CH2:25][O:26][CH2:27][C:28]1[CH:33]=[CH:32][CH:31]=[CH:30][CH:29]=1)[OH:24])[CH:19]=[CH2:20].[H-].[Na+]. The catalyst is CN(C=O)C. The product is [CH2:18]([O:21][CH2:22][C@H:23]([CH2:25][O:26][CH2:27][C:28]1[CH:29]=[CH:30][CH:31]=[CH:32][CH:33]=1)[O:24][CH2:2][CH2:3][CH2:4][CH2:5][CH2:6][CH2:7][CH2:8][CH2:9][CH2:10][CH2:11][CH2:12][CH2:13][CH2:14][CH2:15][CH2:16][CH3:17])[CH:19]=[CH2:20]. The yield is 0.850. (2) The reactants are [Cl:1][C:2]1[CH:7]=[CH:6][CH:5]=[CH:4][C:3]=1[C:8]1[C:9]([C:20]([NH2:22])=O)=[CH:10][N:11]([C:13]2[CH:18]=[CH:17][N:16]=[C:15]([Cl:19])[CH:14]=2)[CH:12]=1.C[N:24]([CH:26](OC)OC)C.O.[NH2:32]N. The catalyst is C1(C)C=CC=CC=1. The product is [Cl:19][C:15]1[CH:14]=[C:13]([N:11]2[CH:10]=[C:9]([C:20]3[N:22]=[CH:26][NH:24][N:32]=3)[C:8]([C:3]3[CH:4]=[CH:5][CH:6]=[CH:7][C:2]=3[Cl:1])=[CH:12]2)[CH:18]=[CH:17][N:16]=1. The yield is 0.710. (3) The reactants are [C:1]1([C@@H:7]2[N:13]([C:14]3[CH:19]=[CH:18][CH:17]=[CH:16][CH:15]=3)[CH2:12][C:11]3[CH:20]=[CH:21][C:22]([C:24]([O:26]C)=O)=[CH:23][C:10]=3[O:9][CH2:8]2)[CH:6]=[CH:5][CH:4]=[CH:3][CH:2]=1.[NH2:28][OH:29].[OH-].[Na+]. The catalyst is C1COCC1.CO. The product is [OH:29][NH:28][C:24]([C:22]1[CH:21]=[CH:20][C:11]2[CH2:12][N:13]([C:14]3[CH:19]=[CH:18][CH:17]=[CH:16][CH:15]=3)[C@@H:7]([C:1]3[CH:6]=[CH:5][CH:4]=[CH:3][CH:2]=3)[CH2:8][O:9][C:10]=2[CH:23]=1)=[O:26]. The yield is 0.0800. (4) The reactants are C1C=CC(P(C2C=CC=CC=2)C2C=CC=CC=2)=CC=1.[N:20]([CH:23]([C:25]1[C:30]([C:31]2[CH:36]=[CH:35][CH:34]=[CH:33][CH:32]=2)=[N:29][N:28]([CH2:37][C:38]2[CH:43]=[CH:42][CH:41]=[CH:40][CH:39]=2)[C:27](=[O:44])[CH:26]=1)[CH3:24])=[N+]=[N-].O. The catalyst is C1COCC1. The product is [NH2:20][CH:23]([C:25]1[C:30]([C:31]2[CH:36]=[CH:35][CH:34]=[CH:33][CH:32]=2)=[N:29][N:28]([CH2:37][C:38]2[CH:43]=[CH:42][CH:41]=[CH:40][CH:39]=2)[C:27](=[O:44])[CH:26]=1)[CH3:24]. The yield is 0.940. (5) The reactants are [Cl:1][C:2]1[CH:3]=[CH:4][C:5]([O:25][CH:26]([F:28])[F:27])=[C:6]([C:8]2[C:12]([NH:13][C:14]([C:16]3[CH:17]=[N:18][N:19]4[CH:24]=[CH:23][CH:22]=[N:21][C:20]=34)=[O:15])=[CH:11][NH:10][N:9]=2)[CH:7]=1.[CH3:29][N:30]([CH3:46])[CH:31]1[CH2:36][CH2:35][N:34]([C:37]([C:39]2[CH:44]=[CH:43][C:42](I)=[CH:41][CH:40]=2)=[O:38])[CH2:33][CH2:32]1.C(=O)([O-])[O-].[K+].[K+].CN[C@@H]1CCCC[C@H]1NC. The catalyst is [Cu]I. The product is [ClH:1].[Cl:1][C:2]1[CH:3]=[CH:4][C:5]([O:25][CH:26]([F:28])[F:27])=[C:6]([C:8]2[C:12]([NH:13][C:14]([C:16]3[CH:17]=[N:18][N:19]4[CH:24]=[CH:23][CH:22]=[N:21][C:20]=34)=[O:15])=[CH:11][N:10]([C:42]3[CH:43]=[CH:44][C:39]([C:37]([N:34]4[CH2:33][CH2:32][CH:31]([N:30]([CH3:46])[CH3:29])[CH2:36][CH2:35]4)=[O:38])=[CH:40][CH:41]=3)[N:9]=2)[CH:7]=1. The yield is 0.400. (6) The catalyst is C(=O)([O-])[O-].[Na+].[Na+]. The product is [CH:1]([N:4]1[C:8]([C:9]2[N:18]=[C:17]3[C:16]4[CH:19]=[CH:20][C:21]([CH:23]5[CH2:28][CH2:27][N:26]([C:29]([CH3:32])([CH3:33])[C:30]([NH2:31])=[O:36])[CH2:25][CH2:24]5)=[CH:22][C:15]=4[O:14][CH2:13][CH2:12][N:11]3[CH:10]=2)=[N:7][C:6]([CH3:34])=[N:5]1)([CH3:3])[CH3:2]. The yield is 0.0900. The reactants are [CH:1]([N:4]1[C:8]([C:9]2[N:18]=[C:17]3[N:11]([CH2:12][CH2:13][O:14][C:15]4[CH:22]=[C:21]([CH:23]5[CH2:28][CH2:27][N:26]([C:29]([CH3:33])([CH3:32])[C:30]#[N:31])[CH2:25][CH2:24]5)[CH:20]=[CH:19][C:16]=43)[CH:10]=2)=[N:7][C:6]([CH3:34])=[N:5]1)([CH3:3])[CH3:2].S(=O)(=O)(O)[OH:36].